This data is from Forward reaction prediction with 1.9M reactions from USPTO patents (1976-2016). The task is: Predict the product of the given reaction. (1) Given the reactants [CH3:1][C:2]([CH3:22])([CH3:21])[C@H:3]([OH:20])[CH2:4][N:5]1[C:9]([C:10]2[CH:15]=[CH:14][C:13]([C:16]([F:19])([F:18])[F:17])=[CH:12][CH:11]=2)=[CH:8][CH:7]=[N:6]1.Cl[C:24]([O:26][C:27]1[CH:32]=[CH:31][C:30]([N+:33]([O-:35])=[O:34])=[CH:29][CH:28]=1)=[O:25].N1C=CC=CC=1.C(=O)(O)[O-].[Na+], predict the reaction product. The product is: [C:24](=[O:25])([O:20][C@H:3]([CH2:4][N:5]1[C:9]([C:10]2[CH:15]=[CH:14][C:13]([C:16]([F:19])([F:18])[F:17])=[CH:12][CH:11]=2)=[CH:8][CH:7]=[N:6]1)[C:2]([CH3:22])([CH3:21])[CH3:1])[O:26][C:27]1[CH:28]=[CH:29][C:30]([N+:33]([O-:35])=[O:34])=[CH:31][CH:32]=1. (2) Given the reactants [OH-].[Li+].[Cl:3][C:4]1[CH:28]=[CH:27][CH:26]=[CH:25][C:5]=1[O:6][C:7]1[C:12]([C:13]([O:15]C)=[O:14])=[CH:11][N:10]=[C:9]([C:17]2[CH:22]=[CH:21][C:20]([CH3:23])=[C:19]([F:24])[CH:18]=2)[CH:8]=1, predict the reaction product. The product is: [Cl:3][C:4]1[CH:28]=[CH:27][CH:26]=[CH:25][C:5]=1[O:6][C:7]1[C:12]([C:13]([OH:15])=[O:14])=[CH:11][N:10]=[C:9]([C:17]2[CH:22]=[CH:21][C:20]([CH3:23])=[C:19]([F:24])[CH:18]=2)[CH:8]=1. (3) Given the reactants Cl.[CH:2]([N:5]1[C:13]2[C:8](=[CH:9][C:10]([O:14][CH:15]3[CH2:20][CH2:19][N:18]([CH:21]([CH3:23])[CH3:22])[CH2:17][CH2:16]3)=[CH:11][CH:12]=2)[CH:7]=[C:6]1[C:24]([N:26]1[CH2:31][CH2:30][NH:29][CH2:28][CH2:27]1)=[O:25])([CH3:4])[CH3:3].[C:32](Cl)(=[O:34])[CH3:33], predict the reaction product. The product is: [CH:2]([N:5]1[C:13]2[C:8](=[CH:9][C:10]([O:14][CH:15]3[CH2:20][CH2:19][N:18]([CH:21]([CH3:23])[CH3:22])[CH2:17][CH2:16]3)=[CH:11][CH:12]=2)[CH:7]=[C:6]1[C:24]([N:26]1[CH2:27][CH2:28][N:29]([C:32](=[O:34])[CH3:33])[CH2:30][CH2:31]1)=[O:25])([CH3:3])[CH3:4]. (4) The product is: [Br:5][C:6]1[CH:11]=[CH:10][C:9]([F:12])=[C:8]2[C:7]=1[NH:13][CH:2]=[CH:1]2. Given the reactants [CH:1]([Mg]Br)=[CH2:2].[Br:5][C:6]1[CH:11]=[CH:10][C:9]([F:12])=[CH:8][C:7]=1[N+:13]([O-])=O.[NH4+].[Cl-], predict the reaction product. (5) Given the reactants [CH3:1][C:2]1[CH:7]=[C:6]([NH:8][C:9]([C:11]2[CH:16]=[C:15](B3OC(C)(C)C(C)(C)O3)[CH:14]=[C:13]([CH3:26])[N:12]=2)=[O:10])[CH:5]=[CH:4][N:3]=1.Br[C:28]1[CH:33]=[CH:32][N:31]=[C:30]([CH3:34])[CH:29]=1, predict the reaction product. The product is: [CH3:1][C:2]1[CH:7]=[C:6]([NH:8][C:9]([C:11]2[CH:16]=[C:15]([C:28]3[CH:33]=[CH:32][N:31]=[C:30]([CH3:34])[CH:29]=3)[CH:14]=[C:13]([CH3:26])[N:12]=2)=[O:10])[CH:5]=[CH:4][N:3]=1.